Dataset: Full USPTO retrosynthesis dataset with 1.9M reactions from patents (1976-2016). Task: Predict the reactants needed to synthesize the given product. (1) Given the product [NH:8]1[CH2:9][CH2:10][CH:11]([N:14]2[CH:18]=[C:17]([C:19]3[CH:20]=[CH:21][N:22]=[CH:23][CH:24]=3)[C:16]([C:25]3[CH:26]=[C:27]([NH:31][C:32]([NH:34][C:35]4[CH:36]=[CH:37][C:38]([C:41]([F:44])([F:42])[F:43])=[CH:39][CH:40]=4)=[O:33])[CH:28]=[CH:29][CH:30]=3)=[N:15]2)[CH2:12][CH2:13]1, predict the reactants needed to synthesize it. The reactants are: C(OC([N:8]1[CH2:13][CH2:12][CH:11]([N:14]2[CH:18]=[C:17]([C:19]3[CH:24]=[CH:23][N:22]=[CH:21][CH:20]=3)[C:16]([C:25]3[CH:30]=[CH:29][CH:28]=[C:27]([NH:31][C:32]([NH:34][C:35]4[CH:40]=[CH:39][C:38]([C:41]([F:44])([F:43])[F:42])=[CH:37][CH:36]=4)=[O:33])[CH:26]=3)=[N:15]2)[CH2:10][CH2:9]1)=O)(C)(C)C. (2) Given the product [OH:1][C:2]1([CH2:9][NH:10][C:11]([C:13]2[C:21]3[C:16](=[CH:17][CH:18]=[CH:19][C:20]=3[Cl:22])[N:15]([CH2:23][CH:24]3[CH2:28][CH2:27][CH2:26][N:25]3[CH2:36][CH2:37][F:38])[CH:14]=2)=[O:12])[CH2:7][CH2:6][CH2:5][CH:4]([CH3:8])[CH2:3]1, predict the reactants needed to synthesize it. The reactants are: [OH:1][C:2]1([CH2:9][NH:10][C:11]([C:13]2[C:21]3[C:16](=[CH:17][CH:18]=[CH:19][C:20]=3[Cl:22])[N:15]([CH2:23][CH:24]3[CH2:28][CH2:27][CH2:26][NH:25]3)[CH:14]=2)=[O:12])[CH2:7][CH2:6][CH2:5][CH:4]([CH3:8])[CH2:3]1.C([O-])([O-])=O.[K+].[K+].Br[CH2:36][CH2:37][F:38]. (3) Given the product [CH3:17][O:16][C:12]1[CH:11]=[CH:10][C:9]([N:18]2[CH2:23][CH2:22][N:21]([CH3:24])[CH2:20][CH2:19]2)=[C:8]2[C:13]=1[CH2:14][CH2:15][N:6]([C:4](=[O:5])[CH2:3][CH2:2][NH:1][C:25](=[O:32])[C:26]1[CH:31]=[CH:30][CH:29]=[CH:28][CH:27]=1)[CH2:7]2, predict the reactants needed to synthesize it. The reactants are: [NH2:1][CH2:2][CH2:3][C:4]([N:6]1[CH2:15][CH2:14][C:13]2[C:8](=[C:9]([N:18]3[CH2:23][CH2:22][N:21]([CH3:24])[CH2:20][CH2:19]3)[CH:10]=[CH:11][C:12]=2[O:16][CH3:17])[CH2:7]1)=[O:5].[C:25](Cl)(=[O:32])[C:26]1[CH:31]=[CH:30][CH:29]=[CH:28][CH:27]=1. (4) Given the product [CH3:1][O:2][C:3]1[C:4](=[O:10])[C:5]2[C:19]3[C:14](=[CH:15][CH:16]=[CH:17][CH:18]=3)[C:12]([CH3:13])=[CH:11][C:6]=2[C:7](=[O:9])[CH:8]=1, predict the reactants needed to synthesize it. The reactants are: [CH3:1][O:2][C:3]1[C:4](=[O:10])[CH:5]=[CH:6][C:7](=[O:9])[CH:8]=1.[CH3:11][C:12]([C:14]1[CH:19]=[CH:18][CH:17]=[CH:16][CH:15]=1)=[CH2:13]. (5) Given the product [O:28]1[C:29]2[CH:35]=[CH:34][CH:33]=[CH:32][C:30]=2[N:31]=[C:27]1[NH:1][CH2:2][C@H:3]1[N:8]([C:9]([O:11][CH2:12][C:13]2[CH:18]=[CH:17][CH:16]=[CH:15][CH:14]=2)=[O:10])[CH2:7][C@@H:6]2[C@H:4]1[CH2:5]2, predict the reactants needed to synthesize it. The reactants are: [NH2:1][CH2:2][C@H:3]1[N:8]([C:9]([O:11][CH2:12][C:13]2[CH:18]=[CH:17][CH:16]=[CH:15][CH:14]=2)=[O:10])[CH2:7][C@@H:6]2[C@H:4]1[CH2:5]2.C(N(CC)CC)C.Cl[C:27]1[O:28][C:29]2[CH:35]=[CH:34][CH:33]=[CH:32][C:30]=2[N:31]=1.